This data is from Reaction yield outcomes from USPTO patents with 853,638 reactions. The task is: Predict the reaction yield, written as a fraction of the theoretical maximum amount of product (1.0 means a 100% yield; for example, 0.34 means a 34% yield). (1) The reactants are [C:1]([O:5][C:6]([N:8]1[CH2:12][C@H:11]([OH:13])[CH2:10][C@@H:9]1[C:14]([OH:16])=[O:15])=[O:7])([CH3:4])([CH3:3])[CH3:2].N1C=CN=C1.CN(C1C=CC=CN=1)C.[Si:31](Cl)([C:34]([CH3:37])([CH3:36])[CH3:35])([CH3:33])[CH3:32]. The catalyst is CN(C=O)C.CCOC(C)=O. The product is [C:1]([O:5][C:6]([N:8]1[CH2:12][C@H:11]([O:13][Si:31]([C:34]([CH3:37])([CH3:36])[CH3:35])([CH3:33])[CH3:32])[CH2:10][C@@H:9]1[C:14]([OH:16])=[O:15])=[O:7])([CH3:4])([CH3:2])[CH3:3]. The yield is 0.840. (2) The reactants are [C:1]([O:5][C:6]([N:8]1[CH2:13][CH2:12][N:11]([CH2:14][C:15]([N:17]2[C:25]3[C:20](=[CH:21][CH:22]=[C:23]([N+:26]([O-])=O)[CH:24]=3)[CH2:19][CH2:18]2)=[O:16])[CH2:10][C@H:9]1[CH3:29])=[O:7])([CH3:4])([CH3:3])[CH3:2]. The catalyst is [Pd].CO. The product is [C:1]([O:5][C:6]([N:8]1[CH2:13][CH2:12][N:11]([CH2:14][C:15]([N:17]2[C:25]3[C:20](=[CH:21][CH:22]=[C:23]([NH2:26])[CH:24]=3)[CH2:19][CH2:18]2)=[O:16])[CH2:10][C@H:9]1[CH3:29])=[O:7])([CH3:4])([CH3:2])[CH3:3]. The yield is 1.00.